This data is from Catalyst prediction with 721,799 reactions and 888 catalyst types from USPTO. The task is: Predict which catalyst facilitates the given reaction. Reactant: [C:1]([Si:5]([CH3:51])([CH3:50])[O:6][CH:7]([C:44]1[CH:49]=[CH:48][CH:47]=[CH:46][CH:45]=1)[CH2:8][CH2:9][CH:10]([CH:25]([C:36]1[CH:41]=[CH:40][C:39](OC)=[CH:38][CH:37]=1)[NH:26][C:27]1[CH:32]=[CH:31][C:30]([N+:33]([O-:35])=[O:34])=[CH:29][CH:28]=1)[C:11](N1C(C2C=CC=CC=2)COC1=O)=[O:12])([CH3:4])([CH3:3])[CH3:2].C[Si](C([Si](C)(C)C)[C:57](N)=[O:58])(C)C.[F-].C([N+](CCCC)(CCCC)CCCC)CCC.C(OC)(C)(C)C. Product: [C:1]([Si:5]([CH3:51])([CH3:50])[O:6][CH:7]([C:44]1[CH:45]=[CH:46][CH:47]=[CH:48][CH:49]=1)[CH2:8][CH2:9][CH:10]1[CH:25]([C:36]2[CH:37]=[CH:38][CH:39]=[C:40]([O:58][CH3:57])[CH:41]=2)[N:26]([C:27]2[CH:32]=[CH:31][C:30]([N+:33]([O-:35])=[O:34])=[CH:29][CH:28]=2)[C:11]1=[O:12])([CH3:2])([CH3:3])[CH3:4]. The catalyst class is: 15.